Dataset: Full USPTO retrosynthesis dataset with 1.9M reactions from patents (1976-2016). Task: Predict the reactants needed to synthesize the given product. Given the product [NH2:20][C:22]1[CH:17]=[CH:16][C:15]2[C:10](=[CH:18][CH:12]=[CH:13][CH:14]=2)[C:9]=1[OH:8], predict the reactants needed to synthesize it. The reactants are: P([O:8][CH2:9][CH3:10])(OCC)OCC.N1[C:16]([CH3:17])=[CH:15][CH:14]=[CH:13][C:12]=1[CH3:18].C[N:20]([CH:22]=O)C.